Predict the reaction yield, written as a fraction of the theoretical maximum amount of product (1.0 means a 100% yield; for example, 0.34 means a 34% yield). From a dataset of Reaction yield outcomes from USPTO patents with 853,638 reactions. (1) The reactants are [C:1]1(B2OC(C)(C)C(C)(C)O2)[CH2:5][CH2:4][CH2:3][CH:2]=1.Br[C:16]1[CH:28]=[CH:27][C:19]([C:20]([O:22][C:23]([CH3:26])([CH3:25])[CH3:24])=[O:21])=[CH:18][CH:17]=1.C(=O)([O-])[O-].[Na+].[Na+]. The catalyst is O1CCOCC1.O.[Pd].C1(P(C2C=CC=CC=2)C2C=CC=CC=2)C=CC=CC=1.C1(P(C2C=CC=CC=2)C2C=CC=CC=2)C=CC=CC=1.C1(P(C2C=CC=CC=2)C2C=CC=CC=2)C=CC=CC=1.C1(P(C2C=CC=CC=2)C2C=CC=CC=2)C=CC=CC=1. The product is [C:1]1([C:16]2[CH:28]=[CH:27][C:19]([C:20]([O:22][C:23]([CH3:24])([CH3:25])[CH3:26])=[O:21])=[CH:18][CH:17]=2)[CH2:5][CH2:4][CH2:3][CH:2]=1. The yield is 0.820. (2) The reactants are [CH2:1]([C:8]1[CH:9]=[C:10]([CH:13]=O)[NH:11][CH:12]=1)[CH2:2][CH2:3][CH2:4][CH2:5][CH2:6][CH3:7].[C:15]([CH:20]=P(C1C=CC=CC=1)(C1C=CC=CC=1)C1C=CC=CC=1)([O:17][CH2:18][CH3:19])=[O:16]. The catalyst is C1C=CC=CC=1. The product is [CH2:1]([C:8]1[CH:9]=[C:10](/[CH:13]=[CH:20]/[C:15]([O:17][CH2:18][CH3:19])=[O:16])[NH:11][CH:12]=1)[CH2:2][CH2:3][CH2:4][CH2:5][CH2:6][CH3:7]. The yield is 0.700. (3) The reactants are [CH3:1][N:2]([CH3:19])[C:3]1[CH:8]=[C:7]([CH3:9])[C:6](B2OC(C)(C)C(C)(C)O2)=[CH:5][N:4]=1.[O-]P([O-])([O-])=O.[K+].[K+].[K+].Cl[C:29]1[CH:30]=[CH:31][C:32]2[N:38]3[CH2:39][C@H:35]([CH2:36][CH2:37]3)[N:34]([C:40]([NH:42][C:43]3[CH:48]=[CH:47][CH:46]=[CH:45][N:44]=3)=[O:41])[C:33]=2[N:49]=1.CC(C1C=C(C(C)C)C(C2C=CC=CC=2P(C2CCCCC2)C2CCCCC2)=C(C(C)C)C=1)C. The catalyst is C(O)CCC.C1C=CC(/C=C/C(/C=C/C2C=CC=CC=2)=O)=CC=1.C1C=CC(/C=C/C(/C=C/C2C=CC=CC=2)=O)=CC=1.C1C=CC(/C=C/C(/C=C/C2C=CC=CC=2)=O)=CC=1.[Pd].[Pd]. The product is [CH3:19][N:2]([CH3:1])[C:3]1[N:4]=[CH:5][C:6]([C:29]2[CH:30]=[CH:31][C:32]3[N:38]4[CH2:39][C@H:35]([CH2:36][CH2:37]4)[N:34]([C:40]([NH:42][C:43]4[CH:48]=[CH:47][CH:46]=[CH:45][N:44]=4)=[O:41])[C:33]=3[N:49]=2)=[C:7]([CH3:9])[CH:8]=1. The yield is 0.248. (4) The reactants are C([O:5][P:6]([CH:13]([OH:33])[C:14]1[C:19]([C:20]2[CH:25]=[CH:24][CH:23]=[CH:22][CH:21]=2)=[N:18][C:17]([CH3:26])=[C:16]2[O:27]C(C)(C)[O:29][CH2:30][C:15]=12)(=[O:12])[O:7]C(C)(C)C)(C)(C)C. The catalyst is C(O)(=O)C. The product is [OH:33][CH:13]([P:6](=[O:5])([OH:7])[OH:12])[C:14]1[C:19]([C:20]2[CH:25]=[CH:24][CH:23]=[CH:22][CH:21]=2)=[N:18][C:17]([CH3:26])=[C:16]([OH:27])[C:15]=1[CH2:30][OH:29]. The yield is 0.570. (5) The reactants are [CH3:1][O:2][C:3](=[O:44])[CH2:4][CH2:5][CH2:6]/[CH:7]=[CH:8]\[CH2:9][C@H:10]1[C@@H:14]([OH:15])[CH2:13][C@@H:12]([O:16][Si:17]([C:20]([CH3:23])([CH3:22])[CH3:21])([CH3:19])[CH3:18])[C@@H:11]1/[CH:24]=[CH:25]/[C@@H:26]([O:36][Si:37]([C:40]([CH3:43])([CH3:42])[CH3:41])([CH3:39])[CH3:38])[CH2:27][CH2:28][C:29]1[S:30][C:31]([CH3:35])=[C:32]([Br:34])[CH:33]=1.C[N+]1([O-])CCOCC1. The catalyst is ClCCl.CCC[N+](CCC)(CCC)CCC.[O-][Ru](=O)(=O)=O. The product is [CH3:1][O:2][C:3](=[O:44])[CH2:4][CH2:5][CH2:6]/[CH:7]=[CH:8]\[CH2:9][C@H:10]1[C:14](=[O:15])[CH2:13][C@@H:12]([O:16][Si:17]([C:20]([CH3:22])([CH3:21])[CH3:23])([CH3:18])[CH3:19])[C@@H:11]1/[CH:24]=[CH:25]/[C@@H:26]([O:36][Si:37]([C:40]([CH3:43])([CH3:42])[CH3:41])([CH3:38])[CH3:39])[CH2:27][CH2:28][C:29]1[S:30][C:31]([CH3:35])=[C:32]([Br:34])[CH:33]=1. The yield is 0.840.